Dataset: Forward reaction prediction with 1.9M reactions from USPTO patents (1976-2016). Task: Predict the product of the given reaction. (1) Given the reactants [H-].[Al+3].[Li+].[H-].[H-].[H-].[CH2:7]([O:14][C:15]1[CH:16]=[C:17]([CH:26]=[CH:27][CH:28]=1)[O:18][C:19]1[S:23][C:22]([C:24]#[N:25])=[CH:21][CH:20]=1)[C:8]1[CH:13]=[CH:12][CH:11]=[CH:10][CH:9]=1.O, predict the reaction product. The product is: [CH2:7]([O:14][C:15]1[CH:16]=[C:17]([CH:26]=[CH:27][CH:28]=1)[O:18][C:19]1[S:23][C:22]([CH2:24][NH2:25])=[CH:21][CH:20]=1)[C:8]1[CH:9]=[CH:10][CH:11]=[CH:12][CH:13]=1. (2) Given the reactants [CH2:1]([O:8][C:9]([NH:11][C@H:12]1[CH2:16][CH2:15][N:14]([CH:17]2[CH2:26][CH2:25][C:20]3(OCC[O:21]3)[CH2:19][CH2:18]2)[C:13]1=[O:27])=[O:10])[C:2]1[CH:7]=[CH:6][CH:5]=[CH:4][CH:3]=1.C1(C)C=CC(S(O)(=O)=O)=CC=1.Cl.C(=O)(O)[O-].[Na+], predict the reaction product. The product is: [O:27]=[C:13]1[C@@H:12]([NH:11][C:9](=[O:10])[O:8][CH2:1][C:2]2[CH:7]=[CH:6][CH:5]=[CH:4][CH:3]=2)[CH2:16][CH2:15][N:14]1[CH:17]1[CH2:26][CH2:25][C:20](=[O:21])[CH2:19][CH2:18]1. (3) Given the reactants CC(C)([O-])C.[K+].[CH:7]([N:10]1[CH2:15][CH2:14][N:13]([CH2:16][CH2:17][OH:18])[CH2:12][CH2:11]1)([CH3:9])[CH3:8].C(O)(C)(C)C.F[C:25]1[CH:30]=[CH:29][N:28]2[C:31]([C:34]([NH:36][C:37]3[CH:45]=[CH:44][CH:43]=[C:42]4[C:38]=3[C:39]([CH:54]3[CH2:56][CH2:55]3)=[N:40][N:41]4[CH2:46][C:47]3[CH:52]=[CH:51][CH:50]=[C:49]([CH3:53])[N:48]=3)=[O:35])=[CH:32][N:33]=[C:27]2[CH:26]=1, predict the reaction product. The product is: [CH:54]1([C:39]2[C:38]3[C:42](=[CH:43][CH:44]=[CH:45][C:37]=3[NH:36][C:34]([C:31]3[N:28]4[CH:29]=[CH:30][C:25]([O:18][CH2:17][CH2:16][N:13]5[CH2:12][CH2:11][N:10]([CH:7]([CH3:9])[CH3:8])[CH2:15][CH2:14]5)=[CH:26][C:27]4=[N:33][CH:32]=3)=[O:35])[N:41]([CH2:46][C:47]3[CH:52]=[CH:51][CH:50]=[C:49]([CH3:53])[N:48]=3)[N:40]=2)[CH2:56][CH2:55]1.